Dataset: Catalyst prediction with 721,799 reactions and 888 catalyst types from USPTO. Task: Predict which catalyst facilitates the given reaction. (1) Reactant: C([S-])C.[Na+].C[O:6][C:7]1[CH:12]=[CH:11][C:10]([S:13]([C:16]2[CH:21]=[CH:20][C:19]([CH:22]3[CH2:26][CH2:25][N:24]([CH3:27])[CH2:23]3)=[C:18]([CH3:28])[CH:17]=2)(=[O:15])=[O:14])=[CH:9][CH:8]=1. Product: [CH3:28][C:18]1[CH:17]=[C:16]([S:13]([C:10]2[CH:9]=[CH:8][C:7]([OH:6])=[CH:12][CH:11]=2)(=[O:15])=[O:14])[CH:21]=[CH:20][C:19]=1[CH:22]1[CH2:26][CH2:25][N:24]([CH3:27])[CH2:23]1. The catalyst class is: 3. (2) Reactant: C([O:4][CH2:5][CH2:6][C:7]([F:15])([F:14])[C:8]1[CH:13]=[CH:12][CH:11]=[CH:10][CH:9]=1)(=O)C.[OH-].[Na+]. Product: [F:14][C:7]([F:15])([C:8]1[CH:13]=[CH:12][CH:11]=[CH:10][CH:9]=1)[CH2:6][CH2:5][OH:4]. The catalyst class is: 511. (3) Reactant: [CH3:1][CH:2]([C:4]1[N:8]([CH2:9][CH2:10][C@@H:11]([OH:19])[CH2:12][C@@H:13]([OH:18])[CH2:14][C:15]([OH:17])=[O:16])[C:7]([C:20]2[CH:21]=[CH:22][C:23]([F:26])=[CH:24][CH:25]=2)=[C:6]([C:27]2[CH:28]=[CH:29][CH:30]=[CH:31][CH:32]=2)[C:5]=1[C:33]([NH:35][C:36]1[CH:37]=[CH:38][CH:39]=[CH:40][CH:41]=1)=[O:34])[CH3:3].[OH-:42].[NH4+:43].[OH2:44]. Product: [CH3:3][CH:2]([C:4]1[N:8]([CH2:9][CH2:10][C@@H:11]([OH:19])[CH2:12][C@@H:13]([OH:18])[CH2:14][C:15]([OH:17])=[O:16])[C:7]([C:20]2[CH:25]=[CH:24][C:23]([F:26])=[CH:22][CH:21]=2)=[C:6]([C:27]2[CH:32]=[CH:31][CH:30]=[CH:29][CH:28]=2)[C:5]=1[C:33]([NH:35][C:36]1[CH:41]=[CH:40][CH:39]=[CH:38][CH:37]=1)=[O:34])[CH3:1].[NH4+:43].[F:26][C:23]1[CH:22]=[CH:21][C:20]([C:7]2[N:8]([CH2:9][CH2:10][CH2:11][CH2:12][CH2:13][CH2:14][C:15]([O-:17])=[O:16])[C:4]([CH:2]([CH3:3])[CH3:1])=[C:5]([C:33]([NH:35][C:36]3[CH:37]=[CH:38][CH:39]=[CH:40][CH:41]=3)=[O:34])[C:6]=2[CH:27]2[C:28]([OH:44])([OH:42])[CH:29]=[CH:30][CH:31]=[CH:32]2)=[CH:25][CH:24]=1. The catalyst class is: 10.